From a dataset of NCI-60 drug combinations with 297,098 pairs across 59 cell lines. Regression. Given two drug SMILES strings and cell line genomic features, predict the synergy score measuring deviation from expected non-interaction effect. Drug 1: CCC1=CC2CC(C3=C(CN(C2)C1)C4=CC=CC=C4N3)(C5=C(C=C6C(=C5)C78CCN9C7C(C=CC9)(C(C(C8N6C)(C(=O)OC)O)OC(=O)C)CC)OC)C(=O)OC.C(C(C(=O)O)O)(C(=O)O)O. Drug 2: CC1=C(C=C(C=C1)C(=O)NC2=CC(=CC(=C2)C(F)(F)F)N3C=C(N=C3)C)NC4=NC=CC(=N4)C5=CN=CC=C5. Cell line: UO-31. Synergy scores: CSS=8.86, Synergy_ZIP=-2.96, Synergy_Bliss=1.81, Synergy_Loewe=1.84, Synergy_HSA=2.22.